Dataset: Reaction yield outcomes from USPTO patents with 853,638 reactions. Task: Predict the reaction yield, written as a fraction of the theoretical maximum amount of product (1.0 means a 100% yield; for example, 0.34 means a 34% yield). (1) The reactants are Cl[C:2]1[CH:3]=[C:4]([C:11]2[CH:12]=[N:13][CH:14]=[CH:15][CH:16]=2)[C:5]2[N:6]([CH:8]=[CH:9][N:10]=2)[N:7]=1.C([O-])=O.[NH4+]. The catalyst is CCO.[OH-].[OH-].[Pd+2]. The product is [N:13]1[CH:14]=[CH:15][CH:16]=[C:11]([C:4]2[C:5]3[N:6]([CH:8]=[CH:9][N:10]=3)[N:7]=[CH:2][CH:3]=2)[CH:12]=1. The yield is 0.730. (2) The reactants are [Br:1][C:2]1[CH:8]=[C:7]([O:9][CH3:10])[CH:6]=[CH:5][C:3]=1[NH2:4].[C:11]([C:17]([O:19][CH3:20])=[O:18])#[C:12][C:13]([O:15][CH3:16])=[O:14].C(O)C. The catalyst is CO. The product is [CH3:16][O:15][C:13](=[O:14])[C:12]([NH:4][C:3]1[CH:5]=[CH:6][C:7]([O:9][CH3:10])=[CH:8][C:2]=1[Br:1])=[CH:11][C:17]([O:19][CH3:20])=[O:18]. The yield is 0.930. (3) The reactants are [N+:1]([C:4]1[CH:5]=[C:6]([CH:9]=[CH:10][CH:11]=1)[C:7]#[N:8])([O-:3])=[O:2].C[O-].[Na+].C([O-])(=O)C.[Na+].Cl.[NH2:21][OH:22]. The catalyst is CO.O.C(O)(=O)C. The product is [N+:1]([C:4]1[CH:5]=[C:6]([CH:9]=[CH:10][CH:11]=1)[C:7](=[N:21][OH:22])[NH2:8])([O-:3])=[O:2]. The yield is 0.800. (4) The reactants are [CH3:1][O:2][C:3]1[CH:8]=[CH:7][C:6]([C:9]2[S:13][C:12]([C:14](Cl)=[O:15])=[CH:11][CH:10]=2)=[CH:5][CH:4]=1.[NH2:17][C:18]1[CH:23]=[CH:22][C:21]([N:24]2[CH2:28][CH2:27][C@H:26]([NH:29][C:30](=[O:36])[O:31][C:32]([CH3:35])([CH3:34])[CH3:33])[CH2:25]2)=[CH:20][C:19]=1[Br:37]. No catalyst specified. The product is [Br:37][C:19]1[CH:20]=[C:21]([N:24]2[CH2:28][CH2:27][C@H:26]([NH:29][C:30](=[O:36])[O:31][C:32]([CH3:34])([CH3:33])[CH3:35])[CH2:25]2)[CH:22]=[CH:23][C:18]=1[NH:17][C:14]([C:12]1[S:13][C:9]([C:6]2[CH:7]=[CH:8][C:3]([O:2][CH3:1])=[CH:4][CH:5]=2)=[CH:10][CH:11]=1)=[O:15]. The yield is 0.390.